This data is from Forward reaction prediction with 1.9M reactions from USPTO patents (1976-2016). The task is: Predict the product of the given reaction. (1) Given the reactants [CH2:1]([O:3][C:4](=[O:18])[CH:5]([O:15][CH2:16][CH3:17])[CH2:6][C:7]1[CH:12]=[CH:11][C:10]([OH:13])=[CH:9][C:8]=1[CH3:14])[CH3:2].[CH3:19][C:20]1[N:21]=[C:22]([C:28]2[CH:33]=[CH:32][CH:31]=[CH:30][CH:29]=2)[S:23][C:24]=1[CH2:25][CH2:26]O.CC1N=C(C2C=CC=CC=2)SC=1CO.C1(P(C2C=CC=CC=2)C2C=CC=CC=2)C=CC=CC=1.N(C(OC(C)(C)C)=O)=NC(OC(C)(C)C)=O, predict the reaction product. The product is: [CH2:1]([O:3][C:4](=[O:18])[CH:5]([O:15][CH2:16][CH3:17])[CH2:6][C:7]1[CH:12]=[CH:11][C:10]([O:13][CH2:26][CH2:25][C:24]2[S:23][C:22]([C:28]3[CH:33]=[CH:32][CH:31]=[CH:30][CH:29]=3)=[N:21][C:20]=2[CH3:19])=[CH:9][C:8]=1[CH3:14])[CH3:2]. (2) Given the reactants [Cl:1][C:2]1[CH:10]=[CH:9][C:8]([N+:11]([O-:13])=[O:12])=[CH:7][C:3]=1[C:4](Cl)=[O:5].[CH2:14]([CH2:16][NH2:17])[OH:15].C(=O)([O-])O.[Na+], predict the reaction product. The product is: [Cl:1][C:2]1[CH:10]=[CH:9][C:8]([N+:11]([O-:13])=[O:12])=[CH:7][C:3]=1[C:4]([NH:17][CH2:16][CH2:14][OH:15])=[O:5]. (3) Given the reactants [CH3:1][O:2][C:3]1[O:4][C:5]([C:8]([OH:10])=O)=[CH:6][N:7]=1.Cl.[NH2:12][C@H:13]([CH2:20][C:21]1[CH:26]=[CH:25][C:24]([C:27]2[CH:32]=[CH:31][CH:30]=[C:29]([Cl:33])[CH:28]=2)=[CH:23][CH:22]=1)[CH2:14][C:15]([O:17][CH2:18][CH3:19])=[O:16].CN(C(ON1N=NC2C=CC=NC1=2)=[N+](C)C)C.F[P-](F)(F)(F)(F)F, predict the reaction product. The product is: [Cl:33][C:29]1[CH:28]=[C:27]([C:24]2[CH:25]=[CH:26][C:21]([CH2:20][C@@H:13]([NH:12][C:8]([C:5]3[O:4][C:3]([O:2][CH3:1])=[N:7][CH:6]=3)=[O:10])[CH2:14][C:15]([O:17][CH2:18][CH3:19])=[O:16])=[CH:22][CH:23]=2)[CH:32]=[CH:31][CH:30]=1.